Dataset: NCI-60 drug combinations with 297,098 pairs across 59 cell lines. Task: Regression. Given two drug SMILES strings and cell line genomic features, predict the synergy score measuring deviation from expected non-interaction effect. (1) Drug 1: COC1=C(C=C2C(=C1)N=CN=C2NC3=CC(=C(C=C3)F)Cl)OCCCN4CCOCC4. Drug 2: CC(C)NC(=O)C1=CC=C(C=C1)CNNC.Cl. Cell line: IGROV1. Synergy scores: CSS=53.0, Synergy_ZIP=7.07, Synergy_Bliss=9.58, Synergy_Loewe=-10.3, Synergy_HSA=8.12. (2) Drug 1: C1C(C(OC1N2C=C(C(=O)NC2=O)F)CO)O. Drug 2: C(CCl)NC(=O)N(CCCl)N=O. Cell line: IGROV1. Synergy scores: CSS=8.86, Synergy_ZIP=-4.17, Synergy_Bliss=-2.20, Synergy_Loewe=-8.22, Synergy_HSA=-0.0402.